Task: Predict the reaction yield, written as a fraction of the theoretical maximum amount of product (1.0 means a 100% yield; for example, 0.34 means a 34% yield).. Dataset: Reaction yield outcomes from USPTO patents with 853,638 reactions The product is [CH2:1]([C:8]1[S:9][C:10]2[CH:16]=[CH:15][C:14]([C:17]3[CH:18]=[C:19]([CH:27]4[CH2:32][CH2:31][N:30]([S:34]([CH3:33])(=[O:36])=[O:35])[CH2:29][CH2:28]4)[N:20]4[C:25]=3[C:24]([NH2:26])=[N:23][CH:22]=[N:21]4)=[CH:13][C:11]=2[N:12]=1)[C:2]1[CH:3]=[CH:4][CH:5]=[CH:6][CH:7]=1. The reactants are [CH2:1]([C:8]1[S:9][C:10]2[CH:16]=[CH:15][C:14]([C:17]3[CH:18]=[C:19]([CH:27]4[CH2:32][CH2:31][NH:30][CH2:29][CH2:28]4)[N:20]4[C:25]=3[C:24]([NH2:26])=[N:23][CH:22]=[N:21]4)=[CH:13][C:11]=2[N:12]=1)[C:2]1[CH:7]=[CH:6][CH:5]=[CH:4][CH:3]=1.[CH3:33][S:34](Cl)(=[O:36])=[O:35]. No catalyst specified. The yield is 0.340.